From a dataset of Full USPTO retrosynthesis dataset with 1.9M reactions from patents (1976-2016). Predict the reactants needed to synthesize the given product. The reactants are: [NH2:1][C:2]1[C:11]2[C:6](=[CH:7][CH:8]=[CH:9][CH:10]=2)[C:5]([C:12]#[N:13])=[CH:4][CH:3]=1.C[Si](C)(C)N[Si](C)(C)C.[Na].[C:24]([O:28][C:29](O[C:29]([O:28][C:24]([CH3:27])([CH3:26])[CH3:25])=[O:30])=[O:30])([CH3:27])([CH3:26])[CH3:25]. Given the product [C:24]([O:28][C:29](=[O:30])[NH:1][C:2]1[C:11]2[C:6](=[CH:7][CH:8]=[CH:9][CH:10]=2)[C:5]([C:12]#[N:13])=[CH:4][CH:3]=1)([CH3:27])([CH3:26])[CH3:25], predict the reactants needed to synthesize it.